This data is from Experimentally validated miRNA-target interactions with 360,000+ pairs, plus equal number of negative samples. The task is: Binary Classification. Given a miRNA mature sequence and a target amino acid sequence, predict their likelihood of interaction. (1) The miRNA is hsa-miR-184 with sequence UGGACGGAGAACUGAUAAGGGU. The protein sequence of the target gene is MAADSREEKDGELNVLDDILTEVPEQDDELYNPESEQDKNEKKGSKRKSERMESTDTKRQKPSIHSRQLISKPLSSSVSNNKRIVSTKGKSVTEYKNEEYQRSERNKRLDADRKIRLSSSSSREPYKSQPEKTCLRKRDSERRAKSPTPDGSERIGLEVDRRASRSSQSSKEEVNSEDYGSDHETGSSGSSEQGNNTENEEEGGEEDVEEDEEVDEDAEDDEEVDEDAEEEEEEDEEEEEDEDEDEEEEEYEQDERDQKEEGNDYDTRSEASDSGSESVSFTDGSVRSGSGTDGSDEKKK.... Result: 0 (no interaction). (2) The miRNA is mmu-miR-3618-3p with sequence CUACAUUAAUGAAAAGAGCAAU. The protein sequence of the target gene is MALCLKQVFAKDKTFRPRKRFEPGTQRFELYKKAQASLKSGLDLRSVVRLPPGENIDDWIAVHVVDFFNRINLIYGTMAERCSETSCPVMAGGPRYEYRWQDERQYRRPAKLSAPRYMALLMDWIEGLINDEEVFPTRVGVPFPKNFQQVCTKILTRLFRVFVHVYIHHFDSILSMGAEAHVNTCYKHFYYFIREFSLVDQRELEPLREMTERICH. Result: 0 (no interaction).